This data is from Forward reaction prediction with 1.9M reactions from USPTO patents (1976-2016). The task is: Predict the product of the given reaction. (1) Given the reactants [Cl:1][C:2]1[CH:24]=[C:23]([O:25][CH2:26][CH:27]=[C:28]([Cl:30])[Cl:29])[CH:22]=[C:21]([Cl:31])[C:3]=1[O:4][CH2:5][CH2:6][CH2:7][O:8][C:9]1[CH:14]=[CH:13][C:12]([C:15](=[N:19][OH:20])[C:16](=[O:18])[CH3:17])=[CH:11][CH:10]=1.[C:32](=O)([O-])[O-].[K+].[K+].CI.O, predict the reaction product. The product is: [CH3:32][O:20][N:19]=[C:15]([C:12]1[CH:13]=[CH:14][C:9]([O:8][CH2:7][CH2:6][CH2:5][O:4][C:3]2[C:2]([Cl:1])=[CH:24][C:23]([O:25][CH2:26][CH:27]=[C:28]([Cl:30])[Cl:29])=[CH:22][C:21]=2[Cl:31])=[CH:10][CH:11]=1)[C:16](=[O:18])[CH3:17]. (2) Given the reactants Cl.[NH2:2][C@@H:3]([CH2:24][CH:25]1[CH2:30][CH2:29][CH2:28][CH2:27][CH2:26]1)[C:4]([NH:6][C@H:7]1[CH2:13][CH2:12][CH2:11][N:10]([S:14]([C:17]2[CH:22]=[CH:21][CH:20]=[CH:19][N:18]=2)(=[O:16])=[O:15])[CH2:9][C@@H:8]1[OH:23])=[O:5].[N:31]1([S:37](Cl)(=[O:39])=[O:38])[CH2:36][CH2:35][O:34][CH2:33][CH2:32]1.CC(OI1(OC(C)=O)(OC(C)=O)OC(=O)C2C=CC=CC1=2)=O, predict the reaction product. The product is: [CH:25]1([CH2:24][C@H:3]([NH:2][S:37]([N:31]2[CH2:36][CH2:35][O:34][CH2:33][CH2:32]2)(=[O:39])=[O:38])[C:4]([NH:6][C@H:7]2[CH2:13][CH2:12][CH2:11][N:10]([S:14]([C:17]3[CH:22]=[CH:21][CH:20]=[CH:19][N:18]=3)(=[O:15])=[O:16])[CH2:9][C:8]2=[O:23])=[O:5])[CH2:30][CH2:29][CH2:28][CH2:27][CH2:26]1. (3) Given the reactants [C:1]([C:5]1[CH:9]=[C:8]([C:10]([CH3:13])([CH3:12])[CH3:11])[N:7]([CH2:14][C:15]2[CH:36]=[CH:35][C:18]([CH2:19][NH:20][C:21]3[CH:26]=[CH:25][C:24]([CH2:27][CH2:28][C:29]([O:31]CC)=[O:30])=[C:23]([F:34])[CH:22]=3)=[CH:17][CH:16]=2)[N:6]=1)([CH3:4])([CH3:3])[CH3:2].[OH-].[Na+].O.C(O)(=O)CC(CC(O)=O)(C(O)=O)O, predict the reaction product. The product is: [C:1]([C:5]1[CH:9]=[C:8]([C:10]([CH3:13])([CH3:12])[CH3:11])[N:7]([CH2:14][C:15]2[CH:36]=[CH:35][C:18]([CH2:19][NH:20][C:21]3[CH:26]=[CH:25][C:24]([CH2:27][CH2:28][C:29]([OH:31])=[O:30])=[C:23]([F:34])[CH:22]=3)=[CH:17][CH:16]=2)[N:6]=1)([CH3:2])([CH3:3])[CH3:4].